The task is: Regression/Classification. Given a drug SMILES string, predict its toxicity properties. Task type varies by dataset: regression for continuous values (e.g., LD50, hERG inhibition percentage) or binary classification for toxic/non-toxic outcomes (e.g., AMES mutagenicity, cardiotoxicity, hepatotoxicity). Dataset: ld50_zhu.. This data is from Acute oral toxicity (LD50) regression data from Zhu et al.. (1) The drug is O=[N+]([O-])c1cnc(Cl)c([N+](=O)[O-])c1. The rat oral LD50 is 3.61, given as -log10 of the dose in mol/kg body weight (higher means more acutely toxic). (2) The molecule is COc1ccc(-c2nc3c4ccccc4ccc3n2C(C)C)cc1. The rat oral LD50 is 1.32, given as -log10 of the dose in mol/kg body weight (higher means more acutely toxic). (3) The compound is O=C1OC(=O)c2ccccc21. The rat oral LD50 is 1.57, given as -log10 of the dose in mol/kg body weight (higher means more acutely toxic). (4) The molecule is O=C(Cc1ccccc1)NNCc1ccccc1. The rat oral LD50 is 1.98, given as -log10 of the dose in mol/kg body weight (higher means more acutely toxic). (5) The drug is CCc1ccccc1N. The rat oral LD50 is 1.98, given as -log10 of the dose in mol/kg body weight (higher means more acutely toxic). (6) The drug is COc1ccccc1OCCOC(=O)c1ccccc1OC(C)=O. The rat oral LD50 is 2.05, given as -log10 of the dose in mol/kg body weight (higher means more acutely toxic). (7) The drug is CCOC(=S)c1ccc2c(c1)OCO2. The rat oral LD50 is 2.26, given as -log10 of the dose in mol/kg body weight (higher means more acutely toxic). (8) The drug is CNC(=S)N(C)C. The rat oral LD50 is 2.57, given as -log10 of the dose in mol/kg body weight (higher means more acutely toxic).